This data is from Forward reaction prediction with 1.9M reactions from USPTO patents (1976-2016). The task is: Predict the product of the given reaction. (1) Given the reactants [CH2:1]([N:3]1[C:7]2=[N:8][C:9]([CH2:45][CH3:46])=[C:10]([CH2:19][NH:20][C:21](=[O:44])[CH2:22][CH2:23][CH2:24][C:25]([NH:27][CH2:28][C:29]3[CH:30]=[C:31]([C:36]4[CH:41]=[CH:40][CH:39]=[C:38]([CH:42]=O)[CH:37]=4)[C:32]([F:35])=[CH:33][CH:34]=3)=[O:26])[C:11]([NH:12][CH:13]3[CH2:18][CH2:17][O:16][CH2:15][CH2:14]3)=[C:6]2[CH:5]=[N:4]1)[CH3:2].[CH3:47][CH:48]1[CH2:53][NH:52][CH2:51][CH:50]([CH3:54])[NH:49]1.[BH-](OC(C)=O)(OC(C)=O)OC(C)=O.[Na+], predict the reaction product. The product is: [CH2:1]([N:3]1[C:7]2=[N:8][C:9]([CH2:45][CH3:46])=[C:10]([CH2:19][NH:20][C:21](=[O:44])[CH2:22][CH2:23][CH2:24][C:25]([NH:27][CH2:28][C:29]3[CH:30]=[C:31]([C:36]4[CH:41]=[CH:40][CH:39]=[C:38]([CH2:42][N:52]5[CH2:51][CH:50]([CH3:54])[NH:49][CH:48]([CH3:47])[CH2:53]5)[CH:37]=4)[C:32]([F:35])=[CH:33][CH:34]=3)=[O:26])[C:11]([NH:12][CH:13]3[CH2:14][CH2:15][O:16][CH2:17][CH2:18]3)=[C:6]2[CH:5]=[N:4]1)[CH3:2]. (2) Given the reactants Br[CH2:2][CH2:3][CH2:4][N:5]1[C:13](=[O:14])[C:12]2[C:7](=[CH:8][CH:9]=[CH:10][CH:11]=2)[C:6]1=[O:15].[C:16](=[S:19])([O-:18])[CH3:17].[K+].O, predict the reaction product. The product is: [C:16](=[O:18])([S:19][CH2:2][CH2:3][CH2:4][N:5]1[C:13](=[O:14])[C:12]2[C:7](=[CH:8][CH:9]=[CH:10][CH:11]=2)[C:6]1=[O:15])[CH3:17]. (3) Given the reactants [CH:1]1([C:4]2[C:5]([N:16]3[CH2:21][CH2:20][C:19]([F:23])([F:22])[CH2:18][CH2:17]3)=[CH:6][C:7]([O:14][CH3:15])=[C:8]([CH:13]=2)[C:9](OC)=[O:10])[CH2:3][CH2:2]1.[H-].[Al+3].[Li+].[H-].[H-].[H-].O.[OH-].[Na+], predict the reaction product. The product is: [CH:1]1([C:4]2[C:5]([N:16]3[CH2:17][CH2:18][C:19]([F:23])([F:22])[CH2:20][CH2:21]3)=[CH:6][C:7]([O:14][CH3:15])=[C:8]([CH:13]=2)[CH:9]=[O:10])[CH2:3][CH2:2]1. (4) Given the reactants [C:1]([O:5][C:6]([N:8]1[CH2:13][CH2:12][CH:11]([C:14]([OH:16])=O)[CH2:10][CH2:9]1)=[O:7])([CH3:4])([CH3:3])[CH3:2].S(Cl)(Cl)=O.[Br:21][C:22]1[CH:27]=[CH:26][C:25]([O:28][CH3:29])=[CH:24][C:23]=1[NH2:30].C(N(CC)CC)C, predict the reaction product. The product is: [C:1]([O:5][C:6]([N:8]1[CH2:9][CH2:10][CH:11]([C:14](=[O:16])[NH:30][C:23]2[CH:24]=[C:25]([O:28][CH3:29])[CH:26]=[CH:27][C:22]=2[Br:21])[CH2:12][CH2:13]1)=[O:7])([CH3:2])([CH3:3])[CH3:4]. (5) Given the reactants [C:1]1([PH:7](=[S:14])[C:8]2[CH:13]=[CH:12][CH:11]=[CH:10][CH:9]=2)[CH:6]=[CH:5][CH:4]=[CH:3][CH:2]=1.Cl[CH2:16][C:17]([C:19]1[CH:24]=[CH:23][CH:22]=[CH:21][CH:20]=1)=[O:18].[OH-].[K+].O, predict the reaction product. The product is: [C:19]1([C:17]([CH2:16][P:7](=[S:14])([C:8]2[CH:13]=[CH:12][CH:11]=[CH:10][CH:9]=2)[C:1]2[CH:2]=[CH:3][CH:4]=[CH:5][CH:6]=2)=[O:18])[CH:24]=[CH:23][CH:22]=[CH:21][CH:20]=1.